Regression. Given a peptide amino acid sequence and an MHC pseudo amino acid sequence, predict their binding affinity value. This is MHC class I binding data. From a dataset of Peptide-MHC class I binding affinity with 185,985 pairs from IEDB/IMGT. The peptide sequence is VMNSNTLLSAW. The MHC is HLA-A31:01 with pseudo-sequence HLA-A31:01. The binding affinity (normalized) is 0.000106.